Dataset: Forward reaction prediction with 1.9M reactions from USPTO patents (1976-2016). Task: Predict the product of the given reaction. Given the reactants [O:1]=[C:2]1[N:7]([C:8]2[CH:13]=[CH:12][CH:11]=[CH:10][CH:9]=2)[N:6]=[C:5]([C:14]([NH2:16])=[O:15])[C:4]([S:17][C:18]2[CH:23]=[CH:22][CH:21]=[CH:20][CH:19]=2)=[CH:3]1.CO[CH:26](OC)[N:27]([CH3:29])[CH3:28], predict the reaction product. The product is: [CH3:26][N:27]([CH3:29])[CH:28]=[N:16][C:14]([C:5]1[C:4]([S:17][C:18]2[CH:23]=[CH:22][CH:21]=[CH:20][CH:19]=2)=[CH:3][C:2](=[O:1])[N:7]([C:8]2[CH:9]=[CH:10][CH:11]=[CH:12][CH:13]=2)[N:6]=1)=[O:15].